From a dataset of Full USPTO retrosynthesis dataset with 1.9M reactions from patents (1976-2016). Predict the reactants needed to synthesize the given product. (1) Given the product [N:60]1([S:64]([NH:67][C:40](=[O:41])[C:39]2[CH:43]=[CH:44][C:36]([O:35][C:27]3[CH:28]=[N:29][C:30]([O:31][CH:32]([CH3:34])[CH3:33])=[C:25]([Cl:24])[CH:26]=3)=[C:37]([C:45]3[C:46]([O:51][CH3:52])=[N:47][CH:48]=[CH:49][CH:50]=3)[CH:38]=2)(=[O:66])=[O:65])[CH2:63][CH2:62][CH2:61]1, predict the reactants needed to synthesize it. The reactants are: ClC1C(OC2C=CC(Cl)=C(C(F)(F)F)C=2)=CC(F)=C(C=1)C(O)=O.[Cl:24][C:25]1[CH:26]=[C:27]([O:35][C:36]2[CH:44]=[CH:43][C:39]([C:40](O)=[O:41])=[CH:38][C:37]=2[C:45]2[C:46]([O:51][CH3:52])=[N:47][CH:48]=[CH:49][CH:50]=2)[CH:28]=[N:29][C:30]=1[O:31][CH:32]([CH3:34])[CH3:33].CN(C)S(N)(=O)=O.[N:60]1([S:64]([NH2:67])(=[O:66])=[O:65])[CH2:63][CH2:62][CH2:61]1. (2) Given the product [Cl:18][C:19]1[N:20]=[C:21]([C:26]2[N:30]3[CH:31]=[C:32]([F:35])[CH:33]=[CH:34][C:29]3=[N:28][CH:27]=2)[N:22]=[C:23]([N:7]2[CH2:8][CH2:9][CH2:10][C@H:6]2[C:4]([O:3][CH3:2])=[O:5])[CH:24]=1, predict the reactants needed to synthesize it. The reactants are: [Cl-].[CH3:2][O:3][C:4]([C@@H:6]1[CH2:10][CH2:9][CH2:8][NH2+:7]1)=[O:5].C(N(CC)CC)C.[Cl:18][C:19]1[CH:24]=[C:23](Cl)[N:22]=[C:21]([C:26]2[N:30]3[CH:31]=[C:32]([F:35])[CH:33]=[CH:34][C:29]3=[N:28][CH:27]=2)[N:20]=1. (3) Given the product [CH3:21][C:12]1([CH2:15][OH:16])[O:11][CH2:10][C:7]2([CH2:6][O:5][C:4]([CH3:3])([CH2:22][OH:23])[O:9][CH2:8]2)[CH2:14][O:13]1, predict the reactants needed to synthesize it. The reactants are: [OH-].[Na+].[CH3:3][C:4]1([CH2:22][O:23]C(=O)CC)[O:9][CH2:8][C:7]2([CH2:14][O:13][C:12]([CH3:21])([CH2:15][O:16]C(=O)CC)[O:11][CH2:10]2)[CH2:6][O:5]1. (4) The reactants are: [CH3:1][C:2]1([CH3:13])[C:11]2[C:6](=[CH:7][CH:8]=[CH:9][CH:10]=2)[C:5](=[O:12])[CH2:4][CH2:3]1.[Br:14]Br. Given the product [CH3:1][C:2]1([CH3:13])[C:11]2[C:6](=[CH:7][C:8]([Br:14])=[CH:9][CH:10]=2)[C:5](=[O:12])[CH2:4][CH2:3]1, predict the reactants needed to synthesize it. (5) Given the product [NH2:1][C:2]1[C:7]([C:8]2[CH:26]=[CH:25][C:11]([C:12]([NH:14][C@@H:15]([C:18]3[CH:23]=[CH:22][CH:21]=[C:20]([Cl:24])[CH:19]=3)[CH2:16][OH:17])=[O:13])=[C:10]([F:27])[CH:9]=2)=[CH:6][C:5]([C@@H:28]2[CH2:29][N:30]3[C:44](=[O:45])[O:34][CH2:33][C@@H:31]3[CH2:32]2)=[CH:4][N:3]=1, predict the reactants needed to synthesize it. The reactants are: [NH2:1][C:2]1[C:7]([C:8]2[CH:26]=[CH:25][C:11]([C:12]([NH:14][C@@H:15]([C:18]3[CH:23]=[CH:22][CH:21]=[C:20]([Cl:24])[CH:19]=3)[CH2:16][OH:17])=[O:13])=[C:10]([F:27])[CH:9]=2)=[CH:6][C:5]([C@H:28]2[CH2:32][C@@H:31]([CH2:33][OH:34])[NH:30][CH2:29]2)=[CH:4][N:3]=1.CCN(C(C)C)C(C)C.[C:44](N1C=CN=C1)(N1C=CN=C1)=[O:45].